Dataset: Full USPTO retrosynthesis dataset with 1.9M reactions from patents (1976-2016). Task: Predict the reactants needed to synthesize the given product. (1) Given the product [Br:20][C:21]1[CH:22]=[C:23]([NH:24][C:2]2[C:11]3[C:6](=[CH:7][N:8]=[C:9]([C:12]#[C:13][Si:14]([CH3:17])([CH3:16])[CH3:15])[CH:10]=3)[N:5]=[CH:4][C:3]=2[C:18]#[N:19])[CH:25]=[CH:26][CH:27]=1, predict the reactants needed to synthesize it. The reactants are: Cl[C:2]1[C:11]2[C:6](=[CH:7][N:8]=[C:9]([C:12]#[C:13][Si:14]([CH3:17])([CH3:16])[CH3:15])[CH:10]=2)[N:5]=[CH:4][C:3]=1[C:18]#[N:19].[Br:20][C:21]1[CH:22]=[C:23]([CH:25]=[CH:26][CH:27]=1)[NH2:24]. (2) Given the product [NH:40]([CH2:41][CH2:42][NH:43][C:16]([C@@H:9]1[CH2:10][C:11](=[N:13][O:14][CH3:15])[CH2:12][N:8]1[C:6](=[O:7])[C:28]1[CH:27]=[CH:26][C:25]([C:20]2[CH:21]=[CH:22][CH:23]=[CH:24][N:19]=2)=[CH:33][CH:32]=1)=[O:18])[C:34]1[CH:39]=[CH:38][CH:37]=[CH:36][CH:35]=1, predict the reactants needed to synthesize it. The reactants are: C(O[C:6]([N:8]1[CH2:12][C:11](=[N:13][O:14][CH3:15])[CH2:10][C@H:9]1[C:16]([OH:18])=O)=[O:7])(C)(C)C.[N:19]1[CH:24]=[CH:23][CH:22]=[CH:21][C:20]=1[C:25]1[CH:33]=[CH:32][C:28](C(O)=O)=[CH:27][CH:26]=1.[C:34]1([NH:40][CH2:41][CH2:42][NH2:43])[CH:39]=[CH:38][CH:37]=[CH:36][CH:35]=1.